Dataset: Forward reaction prediction with 1.9M reactions from USPTO patents (1976-2016). Task: Predict the product of the given reaction. (1) Given the reactants C([Mg]Cl)(C)C.[CH2:6]([O:10]C1CCCCO1)[CH2:7][C:8]#[CH:9].[CH2:17]([N:24]=[N+:25]=[N-:26])[C:18]1[CH:23]=[CH:22][CH:21]=[CH:20][CH:19]=1, predict the reaction product. The product is: [CH2:17]([N:24]1[C:8]([CH2:7][CH2:6][OH:10])=[CH:9][N:26]=[N:25]1)[C:18]1[CH:23]=[CH:22][CH:21]=[CH:20][CH:19]=1. (2) Given the reactants FC(F)(F)C(O)=O.FC(F)(F)S(O)(=O)=O.COC1C=C(OC)C=CC=1C[N:21]1[CH2:27][CH2:26][C:25]([F:29])([F:28])[CH2:24][C@@H:23]([NH:30][S:31]([C:34]2[CH:39]=[CH:38][C:37]([Cl:40])=[CH:36][N:35]=2)(=[O:33])=[O:32])[C:22]1=[O:41], predict the reaction product. The product is: [F:29][C:25]1([F:28])[CH2:26][CH2:27][NH:21][C:22](=[O:41])[C@H:23]([NH:30][S:31]([C:34]2[CH:39]=[CH:38][C:37]([Cl:40])=[CH:36][N:35]=2)(=[O:32])=[O:33])[CH2:24]1. (3) The product is: [Br:2][CH2:16][C:7]1[CH:8]=[CH:9][CH:10]=[C:11]([C:12]([F:15])([F:14])[F:13])[C:6]=1[Cl:5]. Given the reactants P(Br)(Br)[Br:2].[Cl:5][C:6]1[C:11]([C:12]([F:15])([F:14])[F:13])=[CH:10][CH:9]=[CH:8][C:7]=1[CH2:16]O.S([O-])(O)(=O)=O.[Na+], predict the reaction product.